Dataset: Full USPTO retrosynthesis dataset with 1.9M reactions from patents (1976-2016). Task: Predict the reactants needed to synthesize the given product. (1) Given the product [CH2:2]([C:10]1[CH2:9][CH:8]=[CH:7][CH:6]=1)[CH2:3][CH:4]=[CH2:5], predict the reactants needed to synthesize it. The reactants are: Br[CH2:2][CH2:3][CH:4]=[CH2:5].[CH:6]1([Mg]Cl)[CH:10]=[CH:9][CH:8]=[CH:7]1. (2) Given the product [F:20][C:21]1[CH:26]=[CH:25][C:24]([C:2]2[CH:3]=[N:4][C:5]3[N:6]([CH:8]=[C:9]([CH2:11][O:12][C:13]4[CH:18]=[CH:17][N:16]=[C:15]([F:19])[CH:14]=4)[N:10]=3)[CH:7]=2)=[CH:23][CH:22]=1, predict the reactants needed to synthesize it. The reactants are: Br[C:2]1[CH:3]=[N:4][C:5]2[N:6]([CH:8]=[C:9]([CH2:11][O:12][C:13]3[CH:18]=[CH:17][N:16]=[C:15]([F:19])[CH:14]=3)[N:10]=2)[CH:7]=1.[F:20][C:21]1[CH:26]=[CH:25][C:24](B(O)O)=[CH:23][CH:22]=1. (3) The reactants are: [F:1][CH:2]([F:52])[C:3]1[C:11]2[C:10]([F:13])([F:12])[CH2:9][CH2:8][C:7]([F:15])([F:14])[C:6]=2[N:5]([CH2:16][C:17]([NH:19][C@H:20]([C:30]2[C:35]([C:36]3[CH:37]=[C:38]4[C:42](=[CH:43][CH:44]=3)[CH2:41][NH:40][C:39]4=[O:45])=[CH:34][N:33]=[C:32]([C:46]#[C:47][C:48](O)([CH3:50])[CH3:49])[N:31]=2)[CH2:21][C:22]2[CH:27]=[C:26]([F:28])[CH:25]=[C:24]([F:29])[CH:23]=2)=[O:18])[N:4]=1.FC(F)C1[C:63]2C(F)(F)CCC(F)(F)[C:58]=2[N:57]([CH2:68]C(N[C@H](C2C(C3C=C4C(=CC=3)CNC4=O)=CN=C(SC)N=2)CC2C=C(F)C=C(F)C=2)=O)N=1.C(C1C=CN=C(C)C=1)#C. Given the product [F:1][CH:2]([F:52])[C:3]1[C:11]2[C:10]([F:12])([F:13])[CH2:9][CH2:8][C:7]([F:14])([F:15])[C:6]=2[N:5]([CH2:16][C:17]([NH:19][C@H:20]([C:30]2[C:35]([C:36]3[CH:37]=[C:38]4[C:42](=[CH:43][CH:44]=3)[CH2:41][NH:40][C:39]4=[O:45])=[CH:34][N:33]=[C:32]([C:46]#[C:47][C:48]3[CH:50]=[CH:68][N:57]=[C:58]([CH3:63])[CH:49]=3)[N:31]=2)[CH2:21][C:22]2[CH:27]=[C:26]([F:28])[CH:25]=[C:24]([F:29])[CH:23]=2)=[O:18])[N:4]=1, predict the reactants needed to synthesize it. (4) Given the product [Br:1][C:2]1[CH:3]=[CH:4][C:5]([O:8][CH2:10][CH3:11])=[CH:6][N:7]=1, predict the reactants needed to synthesize it. The reactants are: [Br:1][C:2]1[N:7]=[CH:6][C:5]([OH:8])=[CH:4][CH:3]=1.I[CH2:10][CH3:11].C(=O)([O-])[O-].[K+].[K+].CN(C=O)C. (5) Given the product [CH2:20]([Si:19]([CH2:24][CH3:25])([CH2:22][CH3:23])[O:17]/[C:13](/[CH:14]=[CH:15]/[CH3:16])=[CH:12]\[CH3:11])[CH3:21], predict the reactants needed to synthesize it. The reactants are: [Li+].C[Si]([N-][Si](C)(C)C)(C)C.[CH3:11][CH2:12][C:13](=[O:17])/[CH:14]=[CH:15]/[CH3:16].Cl[Si:19]([CH2:24][CH3:25])([CH2:22][CH3:23])[CH2:20][CH3:21].C([O-])(O)=O.[Na+]. (6) The reactants are: [C:1]([C:3]1[CH:8]=[C:7]([CH3:9])[CH:6]=[CH:5][C:4]=1[C:10]1[CH:15]=[C:14]([C:16](O)=[O:17])[CH:13]=[C:12]([C:19]2[CH:24]=[CH:23][CH:22]=[CH:21][C:20]=2[CH2:25][OH:26])[CH:11]=1)#[N:2].[NH2:27][C@@H:28]([CH3:31])[CH2:29][OH:30].F[P-](F)(F)(F)(F)F.C[N+](C)=C(N(C)C)ON1C2N=CC=CC=2N=N1.C(N(CC)C(C)C)(C)C.CN(C)C=O. Given the product [OH:30][CH2:29][C@@H:28]([NH:27][C:16]([C:14]1[CH:13]=[C:12]([C:19]2[CH:24]=[CH:23][CH:22]=[CH:21][C:20]=2[CH2:25][OH:26])[CH:11]=[C:10]([C:4]2[CH:5]=[CH:6][C:7]([CH3:9])=[CH:8][C:3]=2[C:1]#[N:2])[CH:15]=1)=[O:17])[CH3:31], predict the reactants needed to synthesize it. (7) The reactants are: [N:1]1[C:6]2[CH2:7][NH:8][CH2:9][C:5]=2[C:4]([O:10][C:11]2[CH:12]=[C:13]3[C:17](=[CH:18][CH:19]=2)[N:16]([C:20]([NH:22][C:23]2[CH:28]=[CH:27][CH:26]=[C:25]([C:29]([F:32])([F:31])[F:30])[CH:24]=2)=[O:21])[CH:15]=[CH:14]3)=[N:3][CH:2]=1.Br[CH2:34][C:35]([NH2:37])=[O:36]. Given the product [F:32][C:29]([F:31])([F:30])[C:25]1[CH:24]=[C:23]([NH:22][C:20]([N:16]2[C:17]3[C:13](=[CH:12][C:11]([O:10][C:4]4[C:5]5[CH2:9][N:8]([CH2:34][C:35](=[O:36])[NH2:37])[CH2:7][C:6]=5[N:1]=[CH:2][N:3]=4)=[CH:19][CH:18]=3)[CH:14]=[CH:15]2)=[O:21])[CH:28]=[CH:27][CH:26]=1, predict the reactants needed to synthesize it.